From a dataset of Full USPTO retrosynthesis dataset with 1.9M reactions from patents (1976-2016). Predict the reactants needed to synthesize the given product. (1) Given the product [CH3:26][O:25][C:21]([C:22]1[S:23][C:5]2[CH:6]=[C:7]([C:8]([O:10][C:11]([CH3:12])([CH3:13])[CH3:14])=[O:9])[CH:15]=[CH:16][C:4]=2[C:3]=1[OH:20])=[O:24], predict the reactants needed to synthesize it. The reactants are: CO[C:3](=[O:20])[C:4]1[CH:16]=[CH:15][C:7]([C:8]([O:10][C:11]([CH3:14])([CH3:13])[CH3:12])=[O:9])=[CH:6][C:5]=1[N+]([O-])=O.[C:21]([O:25][CH3:26])(=[O:24])[CH2:22][SH:23].O.[OH-].[Li+]. (2) Given the product [CH3:1][C:2]([CH3:34])([CH3:33])[CH2:3][C:4]1[N:9]=[C:8]([CH2:10][O:11][C:12]2[N:17]=[C:16]([CH3:18])[N:15]=[C:14]([CH2:19][CH2:20][C:21]([OH:23])=[O:22])[CH:13]=2)[CH:7]=[CH:6][C:5]=1[C:24]1[CH:29]=[C:28]([O:30][CH3:31])[CH:27]=[CH:26][C:25]=1[F:32], predict the reactants needed to synthesize it. The reactants are: [CH3:1][C:2]([CH3:34])([CH3:33])[CH2:3][C:4]1[N:9]=[C:8]([CH2:10][O:11][C:12]2[N:17]=[C:16]([CH3:18])[N:15]=[C:14]([CH:19]=[CH:20][C:21]([OH:23])=[O:22])[CH:13]=2)[CH:7]=[CH:6][C:5]=1[C:24]1[CH:29]=[C:28]([O:30][CH3:31])[CH:27]=[CH:26][C:25]=1[F:32]. (3) The reactants are: C1(O[C:8](=[O:30])[NH:9][C:10]2[CH:15]=[C:14]([O:16][C:17]3[CH:18]=[C:19]4[C:23](=[CH:24][CH:25]=3)[N:22]([C:26](=[O:29])[NH:27][CH3:28])[CH:21]=[CH:20]4)[N:13]=[CH:12][N:11]=2)C=CC=CC=1.[CH2:31]([N:33]([CH2:38][CH3:39])[CH2:34][CH2:35][CH2:36][NH2:37])[CH3:32].C[N:41](C)C=O. Given the product [CH3:28][NH:27][C:26]([N:22]1[C:23]2[C:19](=[CH:18][C:17]([O:16][C:14]3[CH:15]=[C:10]([NH:9][C:8]([NH:41][NH:37][CH2:36][CH2:35][CH2:34][N:33]([CH2:38][CH3:39])[CH2:31][CH3:32])=[O:30])[N:11]=[CH:12][N:13]=3)=[CH:25][CH:24]=2)[CH:20]=[CH:21]1)=[O:29], predict the reactants needed to synthesize it.